This data is from Full USPTO retrosynthesis dataset with 1.9M reactions from patents (1976-2016). The task is: Predict the reactants needed to synthesize the given product. (1) Given the product [ClH:62].[NH:41]1[CH:42]=[C:38](/[CH:37]=[CH:36]\[C:10]2[C:11]3[C:12](=[N:13][CH:14]=[C:15]([C:30]4[CH:35]=[CH:34][CH:33]=[CH:32][CH:31]=4)[C:16]=3[N:17]3[CH2:18][CH2:19][NH:20][CH2:21][CH2:22]3)[NH:8][N:9]=2)[CH:39]=[N:40]1, predict the reactants needed to synthesize it. The reactants are: COC1C=CC(C[N:8]2[C:12]3=[N:13][CH:14]=[C:15]([C:30]4[CH:35]=[CH:34][CH:33]=[CH:32][CH:31]=4)[C:16]([N:17]4[CH2:22][CH2:21][N:20](C(OC(C)(C)C)=O)[CH2:19][CH2:18]4)=[C:11]3[C:10](/[CH:36]=[CH:37]\[C:38]3[CH:39]=[N:40][N:41](CC4C=CC(OC)=CC=4)[CH:42]=3)=[N:9]2)=CC=1.C(O)(C(F)(F)F)=O.C(Cl)[Cl:62]. (2) Given the product [N:33]1[CH:34]=[CH:35][C:30]([CH2:29][O:1][C:2]2[CH:7]=[CH:6][C:5]([C:8]3([C:11]([N:13]4[CH2:17][CH2:16][C@@:15]5([C:21]6[CH:22]=[CH:23][CH:24]=[CH:25][C:20]=6[C:19](=[O:26])[O:18]5)[CH2:14]4)=[O:12])[CH2:10][CH2:9]3)=[CH:4][CH:3]=2)=[CH:31][CH:32]=1, predict the reactants needed to synthesize it. The reactants are: [OH:1][C:2]1[CH:7]=[CH:6][C:5]([C:8]2([C:11]([N:13]3[CH2:17][CH2:16][C@@:15]4([C:21]5[CH:22]=[CH:23][CH:24]=[CH:25][C:20]=5[C:19](=[O:26])[O:18]4)[CH2:14]3)=[O:12])[CH2:10][CH2:9]2)=[CH:4][CH:3]=1.Br.Br[CH2:29][C:30]1[CH:35]=[CH:34][N:33]=[CH:32][CH:31]=1.C(=O)([O-])[O-].[Cs+].[Cs+]. (3) Given the product [CH2:25]([SiH:24]([CH2:27][CH3:28])[C:14]1[N:13]([CH2:12][O:11][CH2:10][CH2:9][Si:8]([CH3:23])([CH3:22])[CH3:7])[C:21]2[C:16]([CH:15]=1)=[CH:17][CH:18]=[CH:19][CH:20]=2)[CH3:26], predict the reactants needed to synthesize it. The reactants are: CC([O-])(C)C.[K+].[CH3:7][Si:8]([CH3:23])([CH3:22])[CH2:9][CH2:10][O:11][CH2:12][N:13]1[C:21]2[C:16](=[CH:17][CH:18]=[CH:19][CH:20]=2)[CH:15]=[CH:14]1.[SiH2:24]([CH2:27][CH3:28])[CH2:25][CH3:26]. (4) Given the product [Si:10]([O:17][C@@H:18]1[C@H:22]([CH2:23][O:24][Si:25]([C:28]([CH3:31])([CH3:30])[CH3:29])([CH3:26])[CH3:27])[CH2:21][C@@H:20]([NH:32][C:2]2[C:7]([F:8])=[C:6]([Cl:9])[N:5]=[CH:4][N:3]=2)[CH2:19]1)([C:13]([CH3:16])([CH3:15])[CH3:14])([CH3:12])[CH3:11], predict the reactants needed to synthesize it. The reactants are: Cl[C:2]1[C:7]([F:8])=[C:6]([Cl:9])[N:5]=[CH:4][N:3]=1.[Si:10]([O:17][C@@H:18]1[C@H:22]([CH2:23][O:24][Si:25]([C:28]([CH3:31])([CH3:30])[CH3:29])([CH3:27])[CH3:26])[CH2:21][C@@H:20]([NH2:32])[CH2:19]1)([C:13]([CH3:16])([CH3:15])[CH3:14])([CH3:12])[CH3:11].C(N(CC)CC)C. (5) Given the product [F:41][CH2:42][CH2:43][N:3]1[CH:4]=[CH:5][C:6]2[C:10]([C:11]3[CH:12]=[CH:13][CH:14]=[CH:15][CH:16]=3)=[C:9]([C:17]3[CH:22]=[CH:21][C:20]([C:23]4([NH:27][C:28](=[O:34])[O:29][C:30]([CH3:31])([CH3:33])[CH3:32])[CH2:24][CH2:25][CH2:26]4)=[CH:19][CH:18]=3)[O:8][C:7]=2[C:2]1=[O:1], predict the reactants needed to synthesize it. The reactants are: [O:1]=[C:2]1[C:7]2[O:8][C:9]([C:17]3[CH:22]=[CH:21][C:20]([C:23]4([NH:27][C:28](=[O:34])[O:29][C:30]([CH3:33])([CH3:32])[CH3:31])[CH2:26][CH2:25][CH2:24]4)=[CH:19][CH:18]=3)=[C:10]([C:11]3[CH:16]=[CH:15][CH:14]=[CH:13][CH:12]=3)[C:6]=2[CH:5]=[CH:4][NH:3]1.C(=O)([O-])[O-].[K+].[K+].[F:41][CH2:42][CH2:43]I. (6) Given the product [C:1]([O:5][C:6]([N:8]1[CH2:13][CH2:12][CH:11]([N:14]([C:15]2[CH:16]=[CH:17][C:18]([O:21][C:22]([F:25])([F:23])[F:24])=[CH:19][CH:20]=2)[CH2:41][C:40]2[CH:43]=[CH:44][CH:45]=[C:38]([C:30]3[CH:31]=[C:32]([O:36][CH3:37])[C:33]([O:34][CH3:35])=[C:28]([O:27][CH3:26])[CH:29]=3)[CH:39]=2)[CH2:10][CH2:9]1)=[O:7])([CH3:4])([CH3:2])[CH3:3], predict the reactants needed to synthesize it. The reactants are: [C:1]([O:5][C:6]([N:8]1[CH2:13][CH2:12][CH:11]([NH:14][C:15]2[CH:20]=[CH:19][C:18]([O:21][C:22]([F:25])([F:24])[F:23])=[CH:17][CH:16]=2)[CH2:10][CH2:9]1)=[O:7])([CH3:4])([CH3:3])[CH3:2].[CH3:26][O:27][C:28]1[CH:29]=[C:30]([C:38]2[CH:39]=[C:40]([CH:43]=[CH:44][CH:45]=2)[CH2:41]Cl)[CH:31]=[C:32]([O:36][CH3:37])[C:33]=1[O:34][CH3:35]. (7) Given the product [CH3:1][O:2][C:3]1[N:4]=[C:5]([CH3:13])[C:6]([NH2:10])=[C:7]([CH3:9])[N:8]=1, predict the reactants needed to synthesize it. The reactants are: [CH3:1][O:2][C:3]1[N:8]=[C:7]([CH3:9])[C:6]([N+:10]([O-])=O)=[C:5]([CH3:13])[N:4]=1. (8) Given the product [C:46]1([CH3:51])[CH:47]=[CH:48][CH:49]=[CH:50][C:45]=1[C:9]1[CH:10]=[CH:11][CH:12]=[C:13]2[C:17]=1[NH:16][C:15]([C:18]([O:20][CH2:21][CH3:22])=[O:19])=[CH:14]2, predict the reactants needed to synthesize it. The reactants are: CC1(C)C(C)(C)OB([C:9]2[CH:10]=[CH:11][CH:12]=[C:13]3[C:17]=2[NH:16][C:15]([C:18]([O:20][CH2:21][CH3:22])=[O:19])=[CH:14]3)O1.F[B-](F)(F)F.C([PH+](C(C)(C)C)C(C)(C)C)(C)(C)C.[F-].[Cs+].I[C:45]1[CH:50]=[CH:49][CH:48]=[CH:47][C:46]=1[CH3:51].